This data is from Reaction yield outcomes from USPTO patents with 853,638 reactions. The task is: Predict the reaction yield, written as a fraction of the theoretical maximum amount of product (1.0 means a 100% yield; for example, 0.34 means a 34% yield). (1) The reactants are [C:1]([O:5][C:6](=[O:22])[NH:7][C@H:8]1[CH2:11][C@H:10]([N:12]2[C:16]3=[N:17][CH:18]=[CH:19][CH:20]=[C:15]3[C:14]([NH2:21])=[N:13]2)[CH2:9]1)([CH3:4])([CH3:3])[CH3:2].[C:23]([N:26]1[CH2:31][CH2:30][C:29](=O)[CH2:28][CH2:27]1)(=[O:25])[CH3:24].C([BH3-])#N.[Na+].C(=O)(O)[O-].[Na+]. The catalyst is CO.C(O)(=O)C.C(OCC)(=O)C.O. The product is [C:1]([O:5][C:6](=[O:22])[NH:7][C@H:8]1[CH2:11][C@H:10]([N:12]2[C:16]3=[N:17][CH:18]=[CH:19][CH:20]=[C:15]3[C:14]([NH:21][CH:29]3[CH2:30][CH2:31][N:26]([C:23](=[O:25])[CH3:24])[CH2:27][CH2:28]3)=[N:13]2)[CH2:9]1)([CH3:4])([CH3:2])[CH3:3]. The yield is 0.452. (2) The reactants are [N:1]([CH2:4][CH2:5][CH2:6][C:7]1([C:36]2[CH:41]=[CH:40][CH:39]=[CH:38][CH:37]=2)[N:11]([C:12]2[S:13][C:14]3[CH2:15][N:16](C(OC(C)(C)C)=O)[CH2:17][CH2:18][C:19]=3[N:20]=2)[N:10]=[C:9]([C:28]2[CH:33]=[C:32]([F:34])[CH:31]=[CH:30][C:29]=2[F:35])[S:8]1)=[N+:2]=[N-:3].C(O)(C(F)(F)F)=O. The catalyst is C(Cl)Cl. The product is [N:1]([CH2:4][CH2:5][CH2:6][C:7]1([C:36]2[CH:41]=[CH:40][CH:39]=[CH:38][CH:37]=2)[N:11]([C:12]2[S:13][C:14]3[CH2:15][NH:16][CH2:17][CH2:18][C:19]=3[N:20]=2)[N:10]=[C:9]([C:28]2[CH:33]=[C:32]([F:34])[CH:31]=[CH:30][C:29]=2[F:35])[S:8]1)=[N+:2]=[N-:3]. The yield is 0.960. (3) The reactants are C[Si]([N+:5]#[C-:6])(C)C.[CH3:7][O:8][C:9]1[N:14]=[CH:13][C:12]([N:15]2[C:19]([C:20]3[CH:25]=[CH:24][CH:23]=[CH:22][N:21]=3)=[CH:18][C:17]([C:26]([N:28]3[CH2:33][CH2:32][CH2:31][CH2:30][NH:29]3)=[O:27])=[N:16]2)=[CH:11][CH:10]=1.C[OH:35]. The catalyst is O1CCOCC1. The product is [CH3:7][O:8][C:9]1[N:14]=[CH:13][C:12]([N:15]2[C:19]([C:20]3[CH:25]=[CH:24][CH:23]=[CH:22][N:21]=3)=[CH:18][C:17]([C:26]([N:28]3[CH2:33][CH2:32][CH2:31][CH2:30][N:29]3[C:6]([NH2:5])=[O:35])=[O:27])=[N:16]2)=[CH:11][CH:10]=1. The yield is 0.250. (4) The reactants are CS(O[CH2:6][C:7]1[CH:8]=[N:9][C:10]([NH:13][C:14]([O:16][C:17]([CH3:20])([CH3:19])[CH3:18])=[O:15])=[CH:11][CH:12]=1)(=O)=O.[N:21]1([C:27]([O:29][CH2:30][C:31]2[CH:36]=[CH:35][CH:34]=[CH:33][CH:32]=2)=[O:28])[CH2:26][CH2:25][NH:24][CH2:23][CH2:22]1.C([O-])([O-])=O.[K+].[K+].[Na+].[I-]. The catalyst is CN(C=O)C. The product is [C:17]([O:16][C:14]([NH:13][C:10]1[N:9]=[CH:8][C:7]([CH2:6][N:24]2[CH2:23][CH2:22][N:21]([C:27]([O:29][CH2:30][C:31]3[CH:36]=[CH:35][CH:34]=[CH:33][CH:32]=3)=[O:28])[CH2:26][CH2:25]2)=[CH:12][CH:11]=1)=[O:15])([CH3:20])([CH3:19])[CH3:18]. The yield is 0.960. (5) The reactants are [O:1]1[C:5]2[CH:6]=[CH:7][C:8]([CH2:10][C:11]#N)=[CH:9][C:4]=2[O:3][CH2:2]1.Br[CH2:14][CH2:15]Cl.[OH-:17].[Na+].[OH2:19]. The catalyst is [Cl-].C([N+](CC)(CC)CC)C1C=CC=CC=1. The product is [O:1]1[C:5]2[CH:6]=[CH:7][C:8]([C:10]3([C:11]([OH:19])=[O:17])[CH2:15][CH2:14]3)=[CH:9][C:4]=2[O:3][CH2:2]1. The yield is 0.800.